This data is from Full USPTO retrosynthesis dataset with 1.9M reactions from patents (1976-2016). The task is: Predict the reactants needed to synthesize the given product. Given the product [CH3:1][O:2][C:3](=[O:6])[CH2:4][O:5][C:10]1[C:15]([N+:16]([O-:18])=[O:17])=[CH:14][C:13]([F:19])=[CH:12][N:11]=1, predict the reactants needed to synthesize it. The reactants are: [CH3:1][O:2][C:3](=[O:6])[CH2:4][OH:5].[H-].[Na+].Cl[C:10]1[C:15]([N+:16]([O-:18])=[O:17])=[CH:14][C:13]([F:19])=[CH:12][N:11]=1.O.